Dataset: Drug-target binding data from BindingDB using IC50 measurements. Task: Regression. Given a target protein amino acid sequence and a drug SMILES string, predict the binding affinity score between them. We predict pIC50 (pIC50 = -log10(IC50 in M); higher means more potent). Dataset: bindingdb_ic50. (1) The target protein sequence is MNIGQIMGGRELFGGHDDSKKVKGTVVMMKKNALDFTDLAGSLTDIAFDVLGQKVSFQLISSVQGDPTNGLQGKHSNPAYLENSLFTLTPLTAGSETAFGVTFDWNEEFGVPGAFIIKNTHINEFFLKSLTLEDVPNHGKVHFDCNSWVYPSFRYKSDRIFFANQPYLPSKTPELLRKYRENELLTLRGDGTGKREAWDRIYDYDIYNDLGNPDQGKENVRTTLGGSAEYPYPRRGRTGRPPTRTDPKSESRIPLLLSLDIYVPRDERFGHLKMSDFLTYALKSIVQFILPELHALFDGTPNEFDSFEDVLRLYEGGIKLPQGPLFKALTAAIPLEMIKELLRTDGEGILRFPTPLVIKDSKTAWRTDEEFAREMLAGVNPIIISRLQEFPPKSKLDPEAYGNQNSTITAEHIEDKLDGLTVDEAMNNNKLFILNHHDLLIPYLRRINTTITKSYASRTLLFLQDNGSLKPLAIELSLPHPDGDQFGVTSKVYTPSDQGV.... The drug is CS(=O)(=O)c1ccc(C#CC(=O)c2cccc(O)c2)cc1. The pIC50 is 6.5. (2) The compound is Nc1cnccc1C(=O)O. The target protein sequence is MDTARIAVVGAGVVGLSTAVCISKLVPRCSVTIISDKFTPDTTSDVAAGMLIPHTYPDTPIHTQKQWFRETFNHLFAIANSAEAGDAGVHLVSGWQIFQSTPTEEVPFWADVVLGFRKMTEAELKKFPQYVFGQAFTTLKCECPAYLPWLEKRIKGSGGWTLTRRIEDLWELHPSFDIVVNCSGLGSRQLAGDSKIFPVRGQVLQVQAPWVEHFIRDGSGLTYIYPGTSHVTLGGTRQKGDWNLSPDAENSREILSRCCALEPSLHGACNIREKVGLRPYRPGVRLQTELLARDGQRLPVVHHYGHGSGGISVHWGTALEAARLVSECVHALRTPIPKSNL. The pIC50 is 2.3. (3) The small molecule is C[C@@H](NCc1ccc(-c2ccc(C(=O)O)cn2)cc1)c1cccc2ccncc12. The target protein (Q02356) has sequence MASYPGPGKSKAKYPFKKRASLQASAAAPEARSGLGASPLQSARSLPGTAPCLKHFPLDLRTSMDGKCKEIAEELFSRSLAESELRSAPYEFPEESPIEQLEERRQRLERQISQDVKLEPDILLRAKQDFLKTDSDSDLQLYKEQGEGQGDRGLWERDVVLEREFQRVIISGEEKCGVPFTDLLDAAKSVVRALFIREKYMALSLQSFCPTTRRYLQQLAEKPLETRTYEQSPDTPVSADAPVHPPALEQHPYEHCEPSTMPGDLGLGLRMVRGVVHVYTRRDPDEHCPEVELPYPDLQEFVADVNVLMALIINGPIKSFCYRRLQYLSSKFQMHVLLNEMKELAAQKKVPHRDFYNIRKVDTHIHASSCMNQKHLLRFIKRAMKRHLEEIVHVEQGREQTLREVFESMNLTAYDLSVDTLDVHADRNTFHRFDKFNAKYNPIGESVLREIFIKTDNKISGKYFAHIIKEVMSDLEESKYQNAELRLSIYGRSRDEWDKL.... The pIC50 is 4.5. (4) The pIC50 is 4.2. The target protein sequence is MQKKKKNRNEVVLCSAEGTGGCSRLAAMDLASNLGGKIDKAEVLSAVQKYEKYHVCYGGQEEERKANYTDMVNKYYDLVTSFYEFGWGESFHFAPRWKGESLRESIKRHEHFLPLQLGLKPGQKVLDVGCGIGGPLREISRFSSTSITGLNNNEYQITRGKELNRIAGVDKTCNFVKADFMKMPFPDNSFDAVYAIEATCHAPDAYGCYKEIFRVLKPGQYFAAYEWCMTDSFDPQNPEHQKIKAEIEIGDGLPDIRLTAKCLEALKQAGFEVIWEKDLAVDSPLPWYLPLDKSHFSLSSFRLTAVGRLFTKNMVKVLEYVGLAPKGSLRVQDFLEKAAEGLVEGGKREIFTPMYFFLARKPDLDRN. The drug is C#C/C(C)=C/CCC(C)[C@H]1CC[C@@]2(C)[C@@H]3CC[C@H]4C(C)(C)[C@@H](O)CCC45CC35CC[C@]12C. (5) The compound is NNC(=O)CCC(=O)O. The target protein (Q9UPP1) has sequence MNRSRAIVQRGRVLPPPAPLDTTNLAGRRTLQGRAKMASVPVYCLCRLPYDVTRFMIECDMCQDWFHGSCVGVEEEKAADIDLYHCPNCEVLHGPSIMKKRRGSSKGHDTHKGKPVKTGSPTFVRELRSRTFDSSDEVILKPTGNQLTVEFLEENSFSVPILVLKKDGLGMTLPSPSFTVRDVEHYVGSDKEIDVIDVTRQADCKMKLGDFVKYYYSGKREKVLNVISLEFSDTRLSNLVETPKIVRKLSWVENLWPEECVFERPNVQKYCLMSVRDSYTDFHIDFGGTSVWYHVLKGEKIFYLIRPTNANLTLFECWSSSSNQNEMFFGDQVDKCYKCSVKQGQTLFIPTGWIHAVLTPVDCLAFGGNFLHSLNIEMQLKAYEIEKRLSTADLFRFPNFETICWYVGKHILDIFRGLRENRRHPASYLVHGGKALNLAFRAWTRKEALPDHEDEIPETVRTVQLIKDLAREIRLVEDIFQQNVGKTSNIFGLQRIFPAG.... The pIC50 is 6.3. (6) The compound is COc1ccc(S(=O)(=O)NCC(CN2CCOCC2)OP(=O)(O)O)cc1. The target protein (P25051) has sequence MNRIKVAILFGGCSEEHDVSVKSAIEIAANINKEKYEPLYIGITKSGVWKMCEKPCAEWENDNCYSAVLSPDKKMHGLLVKKNHEYEINHVDVAFSALHGKSGEDGSIQGLFELSGIPFVGCDIQSSAICMDKSLTYIVAKNAGIATPAFWVINKDDRPVAATFTYPVFVKPARSGSSFGVKKVNSADELDYAIESARQYDSKILIEQAVSGCEVGCAVLGNSAALVVGEVDQIRLQYGIFRIHQEVEPEKGSENAVITVPADLSAEERGRIQETAKKIYKALGCRGLARVDMFLQDNGRIVLNEVNTLPGFTSYSRYPRMMAAAGIALPELIDRLIVLALKG. The pIC50 is 3.6. (7) The drug is COc1ccc(S(=O)(=O)N(CC(=O)O)c2ccc(N(CC(=O)O)S(=O)(=O)c3ccc(OC)cc3)cc2)cc1. The target protein (Q16236) has sequence MMDLELPPPGLPSQQDMDLIDILWRQDIDLGVSREVFDFSQRRKEYELEKQKKLEKERQEQLQKEQEKAFFAQLQLDEETGEFLPIQPAQHIQSETSGSANYSQVAHIPKSDALYFDDCMQLLAQTFPFVDDNEVSSATFQSLVPDIPGHIESPVFIATNQAQSPETSVAQVAPVDLDGMQQDIEQVWEELLSIPELQCLNIENDKLVETTMVPSPEAKLTEVDNYHFYSSIPSMEKEVGNCSPHFLNAFEDSFSSILSTEDPNQLTVNSLNSDATVNTDFGDEFYSAFIAEPSISNSMPSPATLSHSLSELLNGPIDVSDLSLCKAFNQNHPESTAEFNDSDSGISLNTSPSVASPEHSVESSSYGDTLLGLSDSEVEELDSAPGSVKQNGPKTPVHSSGDMVQPLSPSQGQSTHVHDAQCENTPEKELPVSPGHRKTPFTKDKHSSRLEAHLTRDELRAKALHIPFPVEKIINLPVVDFNEMMSKEQFNEAQLALIRD.... The pIC50 is 5.8. (8) The compound is CC(=O)OCCCNc1cc(Sc2ccc(C)cc2)c2nonc2c1[N+](=O)[O-]. The target protein (P35414) has sequence MEEGGDFDNYYGADNQSECEYTDWKSSGALIPAIYMLVFLLGTTGNGLVLWTVFRSSREKRRSADIFIASLAVADLTFVVTLPLWATYTYRDYDWPFGTFFCKLSSYLIFVNMYASVFCLTGLSFDRYLAIVRPVANARLRLRVSGAVATAVLWVLAALLAMPVMVLRTTGDLENTTKVQCYMDYSMVATVSSEWAWEVGLGVSSTTVGFVVPFTIMLTCYFFIAQTIAGHFRKERIEGLRKRRRLLSIIVVLVVTFALCWMPYHLVKTLYMLGSLLHWPCDFDLFLMNIFPYCTCISYVNSCLNPFLYAFFDPRFRQACTSMLCCGQSRCAGTSHSSSGEKSASYSSGHSQGPGPNMGKGGEQMHEKSIPYSQETLVVD. The pIC50 is 5.4. (9) The target protein (O15294) has sequence MASSVGNVADSTEPTKRMLSFQGLAELAHREYQAGDFEAAERHCMQLWRQEPDNTGVLLLLSSIHFQCRRLDRSAHFSTLAIKQNPLLAEAYSNLGNVYKERGQLQEAIEHYRHALRLKPDFIDGYINLAAALVAAGDMEGAVQAYVSALQYNPDLYCVRSDLGNLLKALGRLEEAKACYLKAIETQPNFAVAWSNLGCVFNAQGEIWLAIHHFEKAVTLDPNFLDAYINLGNVLKEARIFDRAVAAYLRALSLSPNHAVVHGNLACVYYEQGLIDLAIDTYRRAIELQPHFPDAYCNLANALKEKGSVAEAEDCYNTALRLCPTHADSLNNLANIKREQGNIEEAVRLYRKALEVFPEFAAAHSNLASVLQQQGKLQEALMHYKEAIRISPTFADAYSNMGNTLKEMQDVQGALQCYTRAIQINPAFADAHSNLASIHKDSGNIPEAIASYRTALKLKPDFPDAYCNLAHCLQIVCDWTDYDERMKKLVSIVADQLEKN.... The pIC50 is 4.1. The compound is O=C(CCl)Nc1ccc(-n2cc(-c3ccc4ccccc4c3)nn2)cc1.